Predict the product of the given reaction. From a dataset of Forward reaction prediction with 1.9M reactions from USPTO patents (1976-2016). (1) The product is: [CH3:12][C:8]1[CH:7]=[C:6]([N:13]2[CH2:17][CH2:16][CH2:15][CH2:14]2)[C:5]2[C:10](=[CH:11][C:2]([C:18]#[N:19])=[CH:3][CH:4]=2)[N:9]=1. Given the reactants I[C:2]1[CH:11]=[C:10]2[C:5]([C:6]([N:13]3[CH2:17][CH2:16][CH2:15][CH2:14]3)=[CH:7][C:8]([CH3:12])=[N:9]2)=[CH:4][CH:3]=1.[C-:18]#[N:19].[K+], predict the reaction product. (2) Given the reactants [NH:1]1[CH2:4][CH:3]([NH:5][C:6](=[O:12])[O:7][C:8]([CH3:11])([CH3:10])[CH3:9])[CH2:2]1.[F:13][C:14]([F:24])([F:23])[C:15]1[CH:16]=[C:17]([CH:20]=[CH:21][CH:22]=1)[CH:18]=O.C(O[BH-](OC(=O)C)OC(=O)C)(=O)C.[Na+], predict the reaction product. The product is: [F:13][C:14]([F:23])([F:24])[C:15]1[CH:16]=[C:17]([CH:20]=[CH:21][CH:22]=1)[CH2:18][N:1]1[CH2:4][CH:3]([NH:5][C:6](=[O:12])[O:7][C:8]([CH3:9])([CH3:11])[CH3:10])[CH2:2]1. (3) Given the reactants Br[CH2:2][CH2:3][CH2:4][CH2:5][P:6](=[O:13])([O:10][CH2:11][CH3:12])[O:7][CH2:8][CH3:9].[NH:14]([CH3:16])[CH3:15], predict the reaction product. The product is: [CH3:15][N:14]([CH3:16])[CH2:2][CH2:3][CH2:4][CH2:5][P:6](=[O:13])([O:10][CH2:11][CH3:12])[O:7][CH2:8][CH3:9]. (4) Given the reactants [C:1]([O:5][C:6]([NH:8][CH:9]([CH2:14][CH:15]([C:24]#[N:25])[C:16]1[CH:21]=[CH:20][CH:19]=[C:18]([F:22])[C:17]=1[F:23])[C:10](OC)=[O:11])=[O:7])([CH3:4])([CH3:3])[CH3:2], predict the reaction product. The product is: [F:23][C:17]1[C:18]([F:22])=[CH:19][CH:20]=[CH:21][C:16]=1[C@H:15]1[CH2:24][NH:25][C:10](=[O:11])[C@@H:9]([NH:8][C:6](=[O:7])[O:5][C:1]([CH3:4])([CH3:3])[CH3:2])[CH2:14]1. (5) Given the reactants [F:1][C:2]1[CH:10]=[CH:9][C:8]([F:11])=[C:7]2[C:3]=1[C:4]([C:12]([OH:14])=[O:13])=[N:5][NH:6]2.OS(O)(=O)=O.[CH3:20]O, predict the reaction product. The product is: [F:1][C:2]1[CH:10]=[CH:9][C:8]([F:11])=[C:7]2[C:3]=1[C:4]([C:12]([O:14][CH3:20])=[O:13])=[N:5][NH:6]2. (6) The product is: [CH3:1][O:2][C:3]1[CH:4]=[C:5]2[C:10](=[CH:11][C:12]=1[O:13][CH3:14])[N:9]=[CH:8][N:7]=[C:6]2[O:15][C:16]1[CH:17]=[C:18]([NH:19][C:32]([NH:31][C:29]2[O:28][N:27]=[C:26]([CH:23]([CH3:25])[CH3:24])[CH:30]=2)=[O:33])[CH:20]=[CH:21][CH:22]=1. Given the reactants [CH3:1][O:2][C:3]1[CH:4]=[C:5]2[C:10](=[CH:11][C:12]=1[O:13][CH3:14])[N:9]=[CH:8][N:7]=[C:6]2[O:15][C:16]1[CH:17]=[C:18]([CH:20]=[CH:21][CH:22]=1)[NH2:19].[CH:23]([C:26]1[CH:30]=[C:29]([NH:31][C:32](=O)[O:33]C2C=CC=CC=2)[O:28][N:27]=1)([CH3:25])[CH3:24].C(N(CC)C(C)C)(C)C, predict the reaction product. (7) The product is: [O:27]1[CH2:28][CH2:29][CH:24]([NH:23][C:3]([C:5]2[S:9][C:8](/[CH:10]=[CH:11]/[C:12]3[C:13]([CH2:18][CH2:19][CH2:20][CH3:21])=[N:14][O:15][C:16]=3[CH3:17])=[N:7][C:6]=2[CH3:22])=[O:4])[CH2:25][CH2:26]1. Given the reactants CO[C:3]([C:5]1[S:9][C:8](/[CH:10]=[CH:11]/[C:12]2[C:13]([CH2:18][CH2:19][CH2:20][CH3:21])=[N:14][O:15][C:16]=2[CH3:17])=[N:7][C:6]=1[CH3:22])=[O:4].[NH2:23][CH:24]1[CH2:29][CH2:28][O:27][CH2:26][CH2:25]1, predict the reaction product. (8) Given the reactants [O:1]=[C:2]1[CH2:7][CH2:6][CH:5]([CH2:8][C:9]([O:11][CH3:12])=[O:10])[CH2:4][CH2:3]1.CCN(C(C)C)C(C)C.[F:22][C:23]([F:36])([F:35])[S:24](O[S:24]([C:23]([F:36])([F:35])[F:22])(=[O:26])=[O:25])(=[O:26])=[O:25], predict the reaction product. The product is: [F:22][C:23]([F:36])([F:35])[S:24]([O:1][C:2]1[CH2:7][CH2:6][CH:5]([CH2:8][C:9]([O:11][CH3:12])=[O:10])[CH2:4][CH:3]=1)(=[O:26])=[O:25].